From a dataset of Reaction yield outcomes from USPTO patents with 853,638 reactions. Predict the reaction yield, written as a fraction of the theoretical maximum amount of product (1.0 means a 100% yield; for example, 0.34 means a 34% yield). (1) The reactants are [Cl-].O[NH3+:3].[C:4](=[O:7])([O-])[OH:5].[Na+].CS(C)=O.[CH2:13]([C:17]1[N:18]=[C:19]([CH3:47])[N:20]([CH2:39][C:40]2[CH:45]=[CH:44][CH:43]=[CH:42][C:41]=2[Cl:46])[C:21](=[O:38])[C:22]=1[CH2:23][C:24]1[CH:29]=[CH:28][C:27]([C:30]2[C:31]([C:36]#[N:37])=[CH:32][CH:33]=[CH:34][CH:35]=2)=[CH:26][CH:25]=1)[CH2:14][CH2:15][CH3:16]. The catalyst is C(OCC)(=O)C. The product is [CH2:13]([C:17]1[N:18]=[C:19]([CH3:47])[N:20]([CH2:39][C:40]2[CH:45]=[CH:44][CH:43]=[CH:42][C:41]=2[Cl:46])[C:21](=[O:38])[C:22]=1[CH2:23][C:24]1[CH:25]=[CH:26][C:27]([C:30]2[CH:35]=[CH:34][CH:33]=[CH:32][C:31]=2[C:36]2[NH:3][C:4](=[O:7])[O:5][N:37]=2)=[CH:28][CH:29]=1)[CH2:14][CH2:15][CH3:16]. The yield is 0.670. (2) The reactants are [CH2:1]([O:8][CH2:9][CH2:10][C@H:11]1[CH2:15][O:14]C(C)(C)[O:12]1)[C:2]1[CH:7]=[CH:6][CH:5]=[CH:4][CH:3]=1.O.C1(C)C=CC(S(O)(=O)=O)=CC=1. The catalyst is CO. The product is [CH2:1]([O:8][CH2:9][CH2:10][C@H:11]([OH:12])[CH2:15][OH:14])[C:2]1[CH:7]=[CH:6][CH:5]=[CH:4][CH:3]=1. The yield is 0.990. (3) The reactants are [N+:1]([C:4]1[CH:9]=[CH:8][C:7]([C:10](=O)[CH3:11])=[CH:6][CH:5]=1)([O-:3])=[O:2].CO[CH:15](OC)[NH2:16].O.[NH2:20]N. The catalyst is CN(C)C=O. The product is [N+:1]([C:4]1[CH:9]=[CH:8][C:7]([C:10]2[NH:20][N:16]=[CH:15][CH:11]=2)=[CH:6][CH:5]=1)([O-:3])=[O:2]. The yield is 0.980. (4) The reactants are [Cl:1][C:2]1[N:7]=[C:6]([NH:8][CH2:9][C:10]2[CH:11]=[C:12]([NH:16][S:17]([C:20]3[CH:25]=[CH:24][CH:23]=[C:22]([N+:26]([O-])=O)[CH:21]=3)(=[O:19])=[O:18])[CH:13]=[CH:14][CH:15]=2)[C:5]([Cl:29])=[CH:4][N:3]=1.CO.C(O)(=O)C.C([O-])(O)=O.[Na+]. The catalyst is [Fe].CCOC(C)=O.O. The product is [NH2:26][C:22]1[CH:21]=[C:20]([S:17]([NH:16][C:12]2[CH:13]=[CH:14][CH:15]=[C:10]([CH2:9][NH:8][C:6]3[C:5]([Cl:29])=[CH:4][N:3]=[C:2]([Cl:1])[N:7]=3)[CH:11]=2)(=[O:18])=[O:19])[CH:25]=[CH:24][CH:23]=1. The yield is 0.250. (5) The reactants are Br.[NH2:2][C:3]1[C:11]([OH:12])=[CH:10][CH:9]=[CH:8][C:4]=1[C:5]([OH:7])=[O:6].[CH:13]1([C:16](Cl)=O)[CH2:15][CH2:14]1.C(N(CC)CC)C.O.C1(C)C=CC(S(O)(=O)=O)=CC=1. The catalyst is ClCCl.O. The product is [CH:13]1([C:16]2[O:12][C:11]3[C:3](=[C:4]([C:5]([OH:7])=[O:6])[CH:8]=[CH:9][CH:10]=3)[N:2]=2)[CH2:15][CH2:14]1. The yield is 0.650. (6) The yield is 0.100. The reactants are Br[C:2]1[CH:10]=[CH:9][CH:8]=[C:7]2[C:3]=1[CH:4]=[N:5][N:6]2S(C1C=CC=CC=1)(=O)=O.B1(B2OC(C)(C)C(C)(C)O2)OC(C)(C)C(C)(C)O1.CC([O-])=O.[K+].Br[C:44]1[CH:49]=[CH:48][C:47]([C:50]2[N:54]([CH2:55][C@@H:56]3[CH2:60][CH2:59][N:58]([C:61]([CH:63]4[CH2:65][CH2:64]4)=[O:62])[CH2:57]3)[CH:53]=[N:52][N:51]=2)=[CH:46][CH:45]=1.C([O-])([O-])=O.[K+].[K+]. The catalyst is O1CCOCC1.C1C=CC(P(C2C=CC=CC=2)[C-]2C=CC=C2)=CC=1.C1C=CC(P(C2C=CC=CC=2)[C-]2C=CC=C2)=CC=1.Cl[Pd]Cl.[Fe+2]. The product is [CH:63]1([C:61]([N:58]2[CH2:59][CH2:60][C@@H:56]([CH2:55][N:54]3[CH:53]=[N:52][N:51]=[C:50]3[C:47]3[CH:48]=[CH:49][C:44]([C:2]4[CH:10]=[CH:9][CH:8]=[C:7]5[C:3]=4[CH:4]=[N:5][NH:6]5)=[CH:45][CH:46]=3)[CH2:57]2)=[O:62])[CH2:65][CH2:64]1. (7) The reactants are Cl[C:2]1[NH:3][C:4]([C:12]2[CH:17]=[CH:16][CH:15]=[CH:14][CH:13]=2)=[CH:5][C:6]=1[C:7]([O:9][CH2:10][CH3:11])=[O:8]. The catalyst is C(O)C.[C].[Pd]. The product is [C:12]1([C:4]2[NH:3][CH:2]=[C:6]([C:7]([O:9][CH2:10][CH3:11])=[O:8])[CH:5]=2)[CH:13]=[CH:14][CH:15]=[CH:16][CH:17]=1. The yield is 0.620.